From a dataset of NCI-60 drug combinations with 297,098 pairs across 59 cell lines. Regression. Given two drug SMILES strings and cell line genomic features, predict the synergy score measuring deviation from expected non-interaction effect. (1) Synergy scores: CSS=2.19, Synergy_ZIP=0.973, Synergy_Bliss=2.39, Synergy_Loewe=-3.47, Synergy_HSA=-2.84. Drug 1: C1=CC(=CC=C1CC(C(=O)O)N)N(CCCl)CCCl.Cl. Cell line: SK-MEL-28. Drug 2: CC1=C(C=C(C=C1)C(=O)NC2=CC(=CC(=C2)C(F)(F)F)N3C=C(N=C3)C)NC4=NC=CC(=N4)C5=CN=CC=C5. (2) Drug 1: CCCCCOC(=O)NC1=NC(=O)N(C=C1F)C2C(C(C(O2)C)O)O. Drug 2: CN(C(=O)NC(C=O)C(C(C(CO)O)O)O)N=O. Cell line: BT-549. Synergy scores: CSS=-8.59, Synergy_ZIP=3.42, Synergy_Bliss=-3.36, Synergy_Loewe=-4.24, Synergy_HSA=-9.07. (3) Drug 1: C(=O)(N)NO. Drug 2: C#CCC(CC1=CN=C2C(=N1)C(=NC(=N2)N)N)C3=CC=C(C=C3)C(=O)NC(CCC(=O)O)C(=O)O. Cell line: K-562. Synergy scores: CSS=10.4, Synergy_ZIP=6.22, Synergy_Bliss=4.32, Synergy_Loewe=-37.8, Synergy_HSA=-5.08. (4) Drug 1: C1=NC2=C(N1)C(=S)N=C(N2)N. Drug 2: C#CCC(CC1=CN=C2C(=N1)C(=NC(=N2)N)N)C3=CC=C(C=C3)C(=O)NC(CCC(=O)O)C(=O)O. Cell line: UO-31. Synergy scores: CSS=24.1, Synergy_ZIP=0.411, Synergy_Bliss=-1.30, Synergy_Loewe=-1.50, Synergy_HSA=-1.50.